This data is from Catalyst prediction with 721,799 reactions and 888 catalyst types from USPTO. The task is: Predict which catalyst facilitates the given reaction. (1) Reactant: [N:1]1[CH:6]=[CH:5][CH:4]=[C:3]([NH:7][C:8](=[O:10])[O-])[N:2]=1.[F:11][C:12]1[CH:17]=[C:16]([F:18])[CH:15]=[CH:14][C:13]=1[C:19]1[CH:24]=[CH:23][N:22]=[C:21]([N:25]2[CH2:30][CH2:29][NH:28][CH2:27][CH2:26]2)[N:20]=1. Product: [F:11][C:12]1[CH:17]=[C:16]([F:18])[CH:15]=[CH:14][C:13]=1[C:19]1[CH:24]=[CH:23][N:22]=[C:21]([N:25]2[CH2:26][CH2:27][N:28]([C:8]([NH:7][C:3]3[N:2]=[N:1][CH:6]=[CH:5][CH:4]=3)=[O:10])[CH2:29][CH2:30]2)[N:20]=1. The catalyst class is: 175. (2) Reactant: [CH2:1]1[C:9]2[C:4](=[N:5][CH:6]=[C:7]3[CH2:12][CH2:11][C:10](=[O:13])[C:8]3=2)[O:3][CH2:2]1.[CH3:14][C:15]([CH3:17])=O.IC#N. The catalyst class is: 7. Product: [CH3:14][C:15](=[C:11]1[C:10](=[O:13])[C:8]2=[C:9]3[CH2:1][CH2:2][O:3][C:4]3=[N:5][CH:6]=[C:7]2[CH2:12]1)[CH3:17].